This data is from NCI-60 drug combinations with 297,098 pairs across 59 cell lines. The task is: Regression. Given two drug SMILES strings and cell line genomic features, predict the synergy score measuring deviation from expected non-interaction effect. Drug 1: CC1C(C(CC(O1)OC2CC(CC3=C2C(=C4C(=C3O)C(=O)C5=C(C4=O)C(=CC=C5)OC)O)(C(=O)CO)O)N)O.Cl. Drug 2: C1CN(CCN1C(=O)CCBr)C(=O)CCBr. Cell line: SK-OV-3. Synergy scores: CSS=2.95, Synergy_ZIP=-4.17, Synergy_Bliss=-4.74, Synergy_Loewe=-1.36, Synergy_HSA=-3.47.